From a dataset of Forward reaction prediction with 1.9M reactions from USPTO patents (1976-2016). Predict the product of the given reaction. (1) Given the reactants [Si]([O:18][CH2:19][C:20]1[C:21]([N:35]2[CH2:40][C@H:39]([CH3:41])[O:38][C@H:37]([CH3:42])[CH2:36]2)=[C:22]([F:34])[C:23]2[O:27][N:26]=[C:25]([C:28]([O:30]CC)=O)[C:24]=2[CH:33]=1)(C(C)(C)C)(C1C=CC=CC=1)C1C=CC=CC=1.[CH3:43][N:44]1[C:48]([CH2:49][NH2:50])=[CH:47][CH:46]=[N:45]1, predict the reaction product. The product is: [CH3:41][C@@H:39]1[CH2:40][N:35]([C:21]2[C:20]([CH2:19][OH:18])=[CH:33][C:24]3[C:25]([C:28]([NH:50][CH2:49][C:48]4[N:44]([CH3:43])[N:45]=[CH:46][CH:47]=4)=[O:30])=[N:26][O:27][C:23]=3[C:22]=2[F:34])[CH2:36][C@H:37]([CH3:42])[O:38]1. (2) Given the reactants [Cl:1][C:2]1[C:3]([O:12][C:13]2[CH:18]=[C:17]([O:19][CH2:20][CH2:21][O:22][CH3:23])[CH:16]=[CH:15][C:14]=2[CH2:24][CH2:25][C:26]([O:28]CC)=[O:27])=[N:4][CH:5]=[C:6]([C:8]([F:11])([F:10])[F:9])[CH:7]=1.[OH-].[Na+].Cl, predict the reaction product. The product is: [Cl:1][C:2]1[C:3]([O:12][C:13]2[CH:18]=[C:17]([O:19][CH2:20][CH2:21][O:22][CH3:23])[CH:16]=[CH:15][C:14]=2[CH2:24][CH2:25][C:26]([OH:28])=[O:27])=[N:4][CH:5]=[C:6]([C:8]([F:9])([F:11])[F:10])[CH:7]=1. (3) The product is: [CH3:145][C:142]([CH3:144])([CH3:143])[C@H:141]([NH:146][C:147](=[O:159])[C@@H:148]([NH:150][CH3:158])[CH3:149])[C:140]([N:135]1[C@H:134]([C:161](=[O:173])[NH:162][C@H:163]2[C:172]3[C:167](=[CH:168][CH:169]=[CH:170][CH:171]=3)[CH2:166][CH2:165][CH2:164]2)[CH2:133][C:132]2[C:137](=[CH:138][CH:139]=[C:130]([NH:129][C:118](=[O:119])[C:117]3[CH:121]=[CH:122][C:114]([C:112]([NH:111][C@H:95]4[CH2:96][C@@H:97]([C:98](=[O:110])[NH:99][C@H:100]5[C:109]6[C:104](=[CH:105][CH:106]=[CH:107][CH:108]=6)[CH2:103][CH2:102][CH2:101]5)[N:93]([C:91](=[O:92])[C@@H:90]([NH:89][C:87](=[O:88])[C@@H:86]([NH:85][CH3:83])[CH3:127])[C:123]([CH3:126])([CH3:124])[CH3:125])[CH2:94]4)=[O:113])=[CH:115][CH:116]=3)[CH:131]=2)[CH2:136]1)=[O:160]. Given the reactants CC(C)(C)[C@H](NC(=O)[C@@H](NC)C)C(N1[C@H](C(=O)N[C@H]2C3C(=CC=CC=3)CCC2)CC2C(=CC(NC(=O)CCC(N[C@H]3C[C@@H](C(=O)N[C@H]4C5C(=CC=CC=5)CCC4)N(C(=O)[C@@H](NC(=O)[C@@H](NC)C)C(C)(C)C)C3)=O)=CC=2)C1)=O.C(O[C:83]([N:85](C)[C@@H:86]([CH3:127])[C:87]([NH:89][C@@H:90]([C:123]([CH3:126])([CH3:125])[CH3:124])[C:91]([N:93]1[C@H:97]([C:98](=[O:110])[NH:99][C@H:100]2[C:109]3[C:104](=[CH:105][CH:106]=[CH:107][CH:108]=3)[CH2:103][CH2:102][CH2:101]2)[CH2:96][C@H:95]([NH:111][C:112]([C:114]2[CH:122]=[CH:121][C:117]([C:118](O)=[O:119])=[CH:116][CH:115]=2)=[O:113])[CH2:94]1)=[O:92])=[O:88])=O)(C)(C)C.[NH2:129][C:130]1[CH:131]=[C:132]2[C:137](=[CH:138][CH:139]=1)[CH2:136][N:135]([C:140](=[O:160])[C@@H:141]([NH:146][C:147](=[O:159])[C@@H:148]([N:150]([CH3:158])C(=O)OC(C)(C)C)[CH3:149])[C:142]([CH3:145])([CH3:144])[CH3:143])[C@H:134]([C:161](=[O:173])[NH:162][C@H:163]1[C:172]3[C:167](=[CH:168][CH:169]=[CH:170][CH:171]=3)[CH2:166][CH2:165][CH2:164]1)[CH2:133]2, predict the reaction product. (4) The product is: [C:1]([C:3]1[CH:11]=[CH:10][C:6]([C:7]([NH2:15])=[O:8])=[C:5]([F:12])[CH:4]=1)#[N:2]. Given the reactants [C:1]([C:3]1[CH:11]=[CH:10][C:6]([C:7](O)=[O:8])=[C:5]([F:12])[CH:4]=1)#[N:2].C(N1C=CN=C1)([N:15]1C=CN=C1)=O.[OH-].[NH4+], predict the reaction product. (5) Given the reactants [NH2:1][C:2]1[CH:7]=[C:6]([Cl:8])[CH:5]=[CH:4][C:3]=1[SH:9].Br[CH2:11][C:12]1[CH:17]=[CH:16][CH:15]=[C:14]([N+:18]([O-])=O)[CH:13]=1.[Cl:21][C:22]1[CH:23]=[C:24]([S:28](Cl)(=[O:30])=[O:29])[CH:25]=[CH:26][CH:27]=1, predict the reaction product. The product is: [NH2:18][C:14]1[CH:13]=[C:12]([CH:17]=[CH:16][CH:15]=1)[CH2:11][S:9][C:3]1[CH:4]=[CH:5][C:6]([Cl:8])=[CH:7][C:2]=1[NH:1][S:28]([C:24]1[CH:25]=[CH:26][CH:27]=[C:22]([Cl:21])[CH:23]=1)(=[O:30])=[O:29].